This data is from Retrosynthesis with 50K atom-mapped reactions and 10 reaction types from USPTO. The task is: Predict the reactants needed to synthesize the given product. (1) Given the product O=C1C2=C(CCCC2)C(=O)N1c1cc(CBr)c(Cl)cc1F, predict the reactants needed to synthesize it. The reactants are: BrC(Br)(Br)Br.O=C1C2=C(CCCC2)C(=O)N1c1cc(CO)c(Cl)cc1F. (2) Given the product CC1(C)c2cc(O)ccc2C(=O)c2c1[nH]c1cc(C#N)ccc21, predict the reactants needed to synthesize it. The reactants are: COc1ccc2c(c1)C(C)(C)c1[nH]c3cc(C#N)ccc3c1C2=O. (3) Given the product CC(C)(C)[Si](C)(C)OC(C(=O)O)c1ccc(-c2ncc(Cl)c(Nc3cc(C4CC4)[nH]n3)n2)s1, predict the reactants needed to synthesize it. The reactants are: CCOC(=O)C(O[Si](C)(C)C(C)(C)C)c1ccc(-c2ncc(Cl)c(Nc3cc(C4CC4)[nH]n3)n2)s1.